From a dataset of Tyrosyl-DNA phosphodiesterase HTS with 341,365 compounds. Binary Classification. Given a drug SMILES string, predict its activity (active/inactive) in a high-throughput screening assay against a specified biological target. (1) The molecule is S(=O)(=O)(N)c1ccc(CCNC(=S)Nc2ccc(F)cc2)cc1. The result is 0 (inactive). (2) The drug is O=C1N(CCN(CCc2cc(OC)c(OC)cc2)C)C(=O)c2c1cccc2. The result is 0 (inactive). (3) The drug is Clc1cc(ccc1)C(O\N=C(/N)c1cccnc1)=O. The result is 0 (inactive). (4) The molecule is ClC(Cl)(Cl)C(NC(=S)Nc1c(Cl)cccc1Cl)NC(OCc1ccccc1)=O. The result is 0 (inactive). (5) The drug is o1c(C(=O)N2CCN(CC2)CCOc2ccccc2)c(c2c1cccc2)COC. The result is 0 (inactive). (6) The molecule is O=C1CC(Cc2n(c(=O)c(cc12)C(=O)NCC(=O)c1ccccc1)c1ccc(OC)cc1)(C)C. The result is 0 (inactive).